This data is from Peptide-MHC class I binding affinity with 185,985 pairs from IEDB/IMGT. The task is: Regression. Given a peptide amino acid sequence and an MHC pseudo amino acid sequence, predict their binding affinity value. This is MHC class I binding data. (1) The MHC is HLA-A02:12 with pseudo-sequence HLA-A02:12. The peptide sequence is KVSWRWMVY. The binding affinity (normalized) is 0.0847. (2) The peptide sequence is IIFWFSLEI. The MHC is HLA-A68:02 with pseudo-sequence HLA-A68:02. The binding affinity (normalized) is 0.422.